Task: Predict which catalyst facilitates the given reaction.. Dataset: Catalyst prediction with 721,799 reactions and 888 catalyst types from USPTO Reactant: C1([SiH3])C=CC=CC=1.C([O:11][N:12]1[C:21](=[O:22])[C:20]2[C:15](=[CH:16][C:17]([N:24]3[CH2:28][CH2:27][CH2:26][CH2:25]3)=[C:18]([F:23])[CH:19]=2)[N:14]([CH2:29][C:30]2[CH:35]=[CH:34][CH:33]=[CH:32][CH:31]=2)[C:13]1=[O:36])C=C. Product: [CH2:29]([N:14]1[C:15]2[C:20](=[CH:19][C:18]([F:23])=[C:17]([N:24]3[CH2:28][CH2:27][CH2:26][CH2:25]3)[CH:16]=2)[C:21](=[O:22])[N:12]([OH:11])[C:13]1=[O:36])[C:30]1[CH:35]=[CH:34][CH:33]=[CH:32][CH:31]=1. The catalyst class is: 4.